This data is from Experimentally validated miRNA-target interactions with 360,000+ pairs, plus equal number of negative samples. The task is: Binary Classification. Given a miRNA mature sequence and a target amino acid sequence, predict their likelihood of interaction. (1) The miRNA is hsa-miR-496 with sequence UGAGUAUUACAUGGCCAAUCUC. The protein sequence of the target gene is MLRQCARWVLTRTRFGRGCRRYGSCSPSASGDAGEARAYFTTPIFYVNAAPHIGHLYSALLADALCRHRRLRVPGSASTRFSTGTDEHGLKIQQAAATAGLAPIELCDRVSAQFLQLFREADISSTDFIRTTEARHRVAVQHFWGVLEARGLLYKGIYEGWYCASDECFLPEAKVTRQVGPSGDPCPVSLESGHPVSWTKEENYIFKLSQFREPLQRWLGNNPQAITPEPFHQAVLQWLEEELPDLSVSRRSSHLHWGIPVPGDDSQTIYVWLDALVNYLTVVGYPDADFKSWWPATSHI.... Result: 0 (no interaction). (2) The miRNA is rno-let-7g-5p with sequence UGAGGUAGUAGUUUGUACAGUU. The protein sequence of the target gene is MVGPEDAGACSGRNPKLLPVPAPDPVGQDRKVIRATGGFGGGVGAVEPPEEADEEEEADEEEETPPRQLLQRYLAAAGEQLEPGLCYCPLPAGQAGAPPPSAAPRSDACLLGSGSKHRGAEVADGRAPRHEGMTNGDSGFLPGRDCRDLEEARGLARAGGRESRRRRPYGRLRLEGPGDEDADGAGSPSDWASPLEDPLRSCCLVAADAQEPEGAGSDSGDSPASSCSSSEDSEQRGVGAGGPEEGAPPATSAERTNGGAEPRLGFSDIHFNSRNTFQVSRGQSARDHLPPAGPPVPLPA.... Result: 0 (no interaction).